The task is: Predict the reactants needed to synthesize the given product.. This data is from Full USPTO retrosynthesis dataset with 1.9M reactions from patents (1976-2016). Given the product [Cl:1][C:2]1[CH:9]=[C:8]([N:10]([CH2:16][C:17]2[CH:22]=[CH:21][CH:20]=[CH:19][C:18]=2[Cl:23])[C@H:11]2[CH2:15][CH2:14][N:13]([S:31]([C:27]3[S:28][C:29]([Cl:30])=[C:25]([Cl:24])[CH:26]=3)(=[O:33])=[O:32])[CH2:12]2)[CH:7]=[CH:6][C:3]=1[C:4]#[N:5], predict the reactants needed to synthesize it. The reactants are: [Cl:1][C:2]1[CH:9]=[C:8]([N:10]([CH2:16][C:17]2[CH:22]=[CH:21][CH:20]=[CH:19][C:18]=2[Cl:23])[C@H:11]2[CH2:15][CH2:14][NH:13][CH2:12]2)[CH:7]=[CH:6][C:3]=1[C:4]#[N:5].[Cl:24][C:25]1[CH:26]=[C:27]([S:31](Cl)(=[O:33])=[O:32])[S:28][C:29]=1[Cl:30].